From a dataset of Reaction yield outcomes from USPTO patents with 853,638 reactions. Predict the reaction yield, written as a fraction of the theoretical maximum amount of product (1.0 means a 100% yield; for example, 0.34 means a 34% yield). (1) The reactants are Br[C:2]12[CH2:11][C:6]3([CH3:12])[CH2:7][CH:8]([CH2:10][C:4]([CH3:13])([CH2:5]3)[CH2:3]1)[CH2:9]2.[C:14](#[N:17])[CH:15]=[CH2:16].C([SnH](CCCC)CCCC)CCC. The catalyst is C1(C)C=CC=CC=1.CCOCC.N(C1(C#N)CCCCC1)=NC1(C#N)CCCCC1. The product is [CH3:12][C:6]12[CH2:7][CH:8]3[CH2:10][C:4]([CH3:13])([CH2:3][C:2]([CH2:16][CH2:15][C:14]#[N:17])([CH2:9]3)[CH2:11]1)[CH2:5]2. The yield is 0.860. (2) The catalyst is C1COCC1. The yield is 0.550. The reactants are Cl[CH2:2][CH2:3][NH:4][C:5]([NH:7][CH2:8][CH2:9][C:10]1([O:13][CH3:14])[CH2:12][CH2:11]1)=[O:6].[H-].[Na+]. The product is [CH3:14][O:13][C:10]1([CH2:9][CH2:8][N:7]2[CH2:2][CH2:3][NH:4][C:5]2=[O:6])[CH2:12][CH2:11]1. (3) The reactants are [CH2:1]([Li])[CH2:2][CH2:3][CH3:4].[C:6]([C:9]1[C:10]([O:27][CH2:28][C:29]2[CH:34]=[CH:33][CH:32]=[CH:31][CH:30]=2)=[CH:11][C:12]([O:19]CC2C=CC=CC=2)=[C:13]([CH:18]=1)[C:14]([O:16][CH3:17])=[O:15])(=O)[CH3:7].[CH3:35]O.O1C[CH2:40][CH2:39][CH2:38]1. The catalyst is [Br-].C[P+](C1C=CC=CC=1)(C1C=CC=CC=1)C1C=CC=CC=1. The product is [CH2:1]([O:19][C:12]1[CH:11]=[C:10]([O:27][CH2:28][C:29]2[CH:34]=[CH:33][CH:32]=[CH:31][CH:30]=2)[C:9]([C:6]([CH3:35])=[CH2:7])=[CH:18][C:13]=1[C:14]([O:16][CH3:17])=[O:15])[C:2]1[CH:40]=[CH:39][CH:38]=[CH:4][CH:3]=1. The yield is 0.360. (4) The reactants are [CH2:1]([C:5]1[N:6]=[C:7]([CH:27]2[CH2:29][CH2:28]2)[NH:8][C:9](=[O:26])[C:10]=1[CH2:11][C:12]1[CH:17]=[CH:16][C:15]([C:18]2[C:19]([C:24]#[N:25])=[CH:20][CH:21]=[CH:22][CH:23]=2)=[CH:14][CH:13]=1)[CH2:2][CH2:3][CH3:4].[CH2:30]([O:32][C:33]1[CH:38]=[CH:37][C:36](B(O)O)=[CH:35][CH:34]=1)[CH3:31].N1C=CC=CC=1.C(N(CC)CC)C. The catalyst is C(OCC)(=O)C.C([O-])(=O)C.[Cu+2].C([O-])(=O)C.ClCCl. The product is [CH2:1]([C:5]1[N:6]=[C:7]([CH:27]2[CH2:28][CH2:29]2)[N:8]([C:36]2[CH:37]=[CH:38][C:33]([O:32][CH2:30][CH3:31])=[CH:34][CH:35]=2)[C:9](=[O:26])[C:10]=1[CH2:11][C:12]1[CH:17]=[CH:16][C:15]([C:18]2[C:19]([C:24]#[N:25])=[CH:20][CH:21]=[CH:22][CH:23]=2)=[CH:14][CH:13]=1)[CH2:2][CH2:3][CH3:4]. The yield is 0.840.